This data is from Forward reaction prediction with 1.9M reactions from USPTO patents (1976-2016). The task is: Predict the product of the given reaction. (1) Given the reactants Cl.[NH2:2][C@H:3]([CH2:33][C:34]1[CH:39]=[CH:38][C:37]([OH:40])=[CH:36][CH:35]=1)[C:4]([N:6]1[CH2:11][CH2:10][CH:9]([N:12]2[N:21]=[C:20]([C:22]3[CH:27]=[CH:26][C:25]([O:28][CH3:29])=[C:24]([O:30][CH3:31])[CH:23]=3)[C@@H:19]3[C@@H:14]([CH2:15][CH2:16][CH2:17][CH2:18]3)[C:13]2=[O:32])[CH2:8][CH2:7]1)=[O:5].[CH:41]1([CH2:44][O:45][C:46]2[CH:54]=[CH:53][C:49]3[O:50][CH2:51][O:52][C:48]=3[C:47]=2[C:55]2[C:56]3[NH:63][CH:62]=[C:61]([C:64](N4C=CN=C4)=[O:65])[C:57]=3[N:58]=[CH:59][N:60]=2)[CH2:43][CH2:42]1.CCN(C(C)C)C(C)C, predict the reaction product. The product is: [CH:41]1([CH2:44][O:45][C:46]2[CH:54]=[CH:53][C:49]3[O:50][CH2:51][O:52][C:48]=3[C:47]=2[C:55]2[C:56]3[NH:63][CH:62]=[C:61]([C:64]([NH:2][C@H:3]([CH2:33][C:34]4[CH:35]=[CH:36][C:37]([OH:40])=[CH:38][CH:39]=4)[C:4]([N:6]4[CH2:7][CH2:8][CH:9]([N:12]5[N:21]=[C:20]([C:22]6[CH:27]=[CH:26][C:25]([O:28][CH3:29])=[C:24]([O:30][CH3:31])[CH:23]=6)[C@@H:19]6[C@@H:14]([CH2:15][CH2:16][CH2:17][CH2:18]6)[C:13]5=[O:32])[CH2:10][CH2:11]4)=[O:5])=[O:65])[C:57]=3[N:58]=[CH:59][N:60]=2)[CH2:42][CH2:43]1. (2) Given the reactants [NH:1]1[CH2:5][CH2:4][CH2:3][C@H:2]1[CH:6]=[CH:7][C:8]1[CH:9]=[N:10][CH:11]=[CH:12][CH:13]=1.[O:14]=[C:15]([OH:27])[C@@H:16]([C@H:18]([C@H:20]([C@@H:22]([C:24]([OH:26])=[O:25])[OH:23])[OH:21])[OH:19])[OH:17], predict the reaction product. The product is: [O:14]=[C:15]([OH:27])[C@@H:16]([C@H:18]([C@H:20]([C@@H:22]([C:24]([OH:26])=[O:25])[OH:23])[OH:21])[OH:19])[OH:17].[NH:1]1[CH2:5][CH2:4][CH2:3][C@H:2]1/[CH:6]=[CH:7]/[C:8]1[CH:9]=[N:10][CH:11]=[CH:12][CH:13]=1.[NH:1]1[CH2:5][CH2:4][CH2:3][C@H:2]1/[CH:6]=[CH:7]/[C:8]1[CH:9]=[N:10][CH:11]=[CH:12][CH:13]=1. (3) Given the reactants [OH:1][CH:2]([C:23]1[CH:28]=[CH:27][C:26]([O:29][CH3:30])=[CH:25][CH:24]=1)[CH2:3][CH2:4][N:5]1[CH2:10][CH2:9][CH:8]([C:11]2[CH:12]=[C:13]([NH:17][C:18](=[O:22])[CH:19]([CH3:21])[CH3:20])[CH:14]=[CH:15][CH:16]=2)[CH2:7][CH2:6]1.[F:31][C:32]1[CH:37]=[CH:36][C:35](O)=[CH:34][CH:33]=1, predict the reaction product. The product is: [F:31][C:32]1[CH:37]=[CH:36][C:35]([O:1][CH:2]([C:23]2[CH:24]=[CH:25][C:26]([O:29][CH3:30])=[CH:27][CH:28]=2)[CH2:3][CH2:4][N:5]2[CH2:10][CH2:9][CH:8]([C:11]3[CH:12]=[C:13]([NH:17][C:18](=[O:22])[CH:19]([CH3:21])[CH3:20])[CH:14]=[CH:15][CH:16]=3)[CH2:7][CH2:6]2)=[CH:34][CH:33]=1.